This data is from Reaction yield outcomes from USPTO patents with 853,638 reactions. The task is: Predict the reaction yield, written as a fraction of the theoretical maximum amount of product (1.0 means a 100% yield; for example, 0.34 means a 34% yield). (1) The reactants are [CH3:1][O:2][C:3](=[O:16])[C:4]([C:8](=[O:15])[NH:9][C:10](OCC)=[O:11])=[C:5]([NH2:7])[CH3:6]. The yield is 0.580. The product is [CH3:1][O:2][C:3]([C:4]1[C:8](=[O:15])[NH:9][C:10](=[O:11])[NH:7][C:5]=1[CH3:6])=[O:16]. The catalyst is C(N(CC)CC)C. (2) The reactants are ClC1C=C(C=CC=1)C(OO)=[O:6].[N:12]1([C:18]([O:20][CH2:21][C:22]2[CH:27]=[CH:26][CH:25]=[CH:24][CH:23]=2)=[O:19])[CH2:17][CH2:16][CH:15]=[CH:14][CH2:13]1.O. The catalyst is ClCCl. The product is [CH:14]12[O:6][CH:15]1[CH2:16][CH2:17][N:12]([C:18]([O:20][CH2:21][C:22]1[CH:23]=[CH:24][CH:25]=[CH:26][CH:27]=1)=[O:19])[CH2:13]2. The yield is 0.790. (3) The reactants are [H-].[Na+].C(OP(CC1C=C(C=CC=1)OC1C=CC(C(F)(F)F)=C[N:17]=1)(OCC)=O)C.[F:29][C:30]([F:55])([F:54])[C:31]1[CH:32]=[CH:33][C:34]([O:37][C:38]2[CH:39]=[C:40]([CH:44]=[C:45]3[CH2:50][CH2:49][CH:48](C(O)=O)[CH2:47][CH2:46]3)[CH:41]=[CH:42][CH:43]=2)=[N:35][CH:36]=1.O=C1CCCC(C[C:64]([O:66][C:67]([CH3:70])([CH3:69])[CH3:68])=[O:65])C1. The catalyst is C1COCC1. The product is [F:29][C:30]([F:54])([F:55])[C:31]1[CH:32]=[CH:33][C:34]([O:37][C:38]2[CH:39]=[C:40](/[CH:44]=[C:45]3/[CH2:46][CH:47]([NH:17][C:64](=[O:65])[O:66][C:67]([CH3:70])([CH3:69])[CH3:68])[CH2:48][CH2:49][CH2:50]/3)[CH:41]=[CH:42][CH:43]=2)=[N:35][CH:36]=1. The yield is 0.660.